From a dataset of TCR-epitope binding with 47,182 pairs between 192 epitopes and 23,139 TCRs. Binary Classification. Given a T-cell receptor sequence (or CDR3 region) and an epitope sequence, predict whether binding occurs between them. (1) Result: 1 (the TCR binds to the epitope). The TCR CDR3 sequence is CASSEEDGQAYEQYF. The epitope is YVLDHLIVV. (2) The TCR CDR3 sequence is CASSLVGAYNEQFF. The epitope is TEILPVSMTK. Result: 0 (the TCR does not bind to the epitope). (3) The epitope is RLRAEAQVK. The TCR CDR3 sequence is CASSLVTGGEYGNEQFF. Result: 0 (the TCR does not bind to the epitope). (4) The epitope is KLMNIQQKL. The TCR CDR3 sequence is CASKSTANYGYTF. Result: 0 (the TCR does not bind to the epitope). (5) The epitope is LVLSVNPYV. The TCR CDR3 sequence is CASSLALGLLDTQYF. Result: 1 (the TCR binds to the epitope).